Dataset: Reaction yield outcomes from USPTO patents with 853,638 reactions. Task: Predict the reaction yield, written as a fraction of the theoretical maximum amount of product (1.0 means a 100% yield; for example, 0.34 means a 34% yield). (1) The reactants are [F:1][C:2]1[CH:7]=[CH:6][C:5]([C:8]2[C:9]([C:17]3[CH:22]=[CH:21][C:20]([CH2:23][N:24]4[CH2:29][CH2:28][CH:27]([C:30]5[N:34]=[C:33]([C:35]6[CH:40]=[CH:39][CH:38]=[C:37]([CH3:41])[N:36]=6)[NH:32][N:31]=5)[CH2:26][CH2:25]4)=[CH:19][CH:18]=3)=[N:10][C:11]3[N:12]([CH:14]=[CH:15][N:16]=3)[CH:13]=2)=[CH:4][CH:3]=1.[Br:42]N1C(=O)CCC1=O. The catalyst is C(Cl)(Cl)Cl. The product is [Br:42][C:14]1[N:12]2[CH:13]=[C:8]([C:5]3[CH:4]=[CH:3][C:2]([F:1])=[CH:7][CH:6]=3)[C:9]([C:17]3[CH:18]=[CH:19][C:20]([CH2:23][N:24]4[CH2:29][CH2:28][CH:27]([C:30]5[N:34]=[C:33]([C:35]6[CH:40]=[CH:39][CH:38]=[C:37]([CH3:41])[N:36]=6)[NH:32][N:31]=5)[CH2:26][CH2:25]4)=[CH:21][CH:22]=3)=[N:10][C:11]2=[N:16][CH:15]=1. The yield is 0.608. (2) The reactants are C([O-])([O-])=O.[K+].[K+].[O:7]=[C:8]1[CH:13]=[C:12]([NH:14][C:15](=[O:23])[CH2:16][C:17]2[CH:22]=[CH:21][CH:20]=[CH:19][CH:18]=2)[CH:11]=[CH:10][NH:9]1.Br[CH2:25][CH:26]([F:39])[CH2:27][CH2:28][N:29]1[CH:33]=[C:32]([C:34]([O:36][CH2:37][CH3:38])=[O:35])[N:31]=[N:30]1. The catalyst is CN(C=O)C. The product is [F:39][CH:26]([CH2:25][N:9]1[CH:10]=[CH:11][C:12]([NH:14][C:15](=[O:23])[CH2:16][C:17]2[CH:18]=[CH:19][CH:20]=[CH:21][CH:22]=2)=[CH:13][C:8]1=[O:7])[CH2:27][CH2:28][N:29]1[CH:33]=[C:32]([C:34]([O:36][CH2:37][CH3:38])=[O:35])[N:31]=[N:30]1. The yield is 0.430.